This data is from Full USPTO retrosynthesis dataset with 1.9M reactions from patents (1976-2016). The task is: Predict the reactants needed to synthesize the given product. (1) Given the product [CH2:1]([N:8]1[CH2:13][CH2:12][C:11](=[CH:23][C:24]2[CH:29]=[CH:28][C:27]([C:30]#[N:31])=[CH:26][CH:25]=2)[CH2:10][CH2:9]1)[C:2]1[CH:7]=[CH:6][CH:5]=[CH:4][CH:3]=1, predict the reactants needed to synthesize it. The reactants are: [CH2:1]([N:8]1[CH2:13][CH2:12][C:11](=O)[CH2:10][CH2:9]1)[C:2]1[CH:7]=[CH:6][CH:5]=[CH:4][CH:3]=1.C(OP([CH2:23][C:24]1[CH:29]=[CH:28][C:27]([C:30]#[N:31])=[CH:26][CH:25]=1)(=O)OCC)C.CN(C)C=O.C(O)C. (2) The reactants are: Cl[C:2]1[CH:7]=[CH:6][N:5]=[C:4]([C:8]#[N:9])[CH:3]=1.[CH3:10][S-:11].[Na+].C(OCC)(=O)C.O. Given the product [C:8]([C:4]1[CH:3]=[C:2]([S:11][CH3:10])[CH:7]=[CH:6][N:5]=1)#[N:9], predict the reactants needed to synthesize it. (3) Given the product [F:71][C:66]1[CH:67]=[CH:68][CH:69]=[CH:70][C:65]=1[C:64]1[C:58]2[O:57][CH:56]([CH2:55][NH2:52])[CH2:60][C:59]=2[CH:61]=[CH:62][CH:63]=1, predict the reactants needed to synthesize it. The reactants are: CC1C=CC(S(OCC2CC3C=CC=C(C4C=CC=CC=4F)C=3O2)(=O)=O)=CC=1.[N-]=[N+]=[N-].[Na+].N(CC1CC2C=C(Cl)C=C(C3C=CSC=3)C=2O1)=[N+]=[N-].[N:52]([CH2:55][CH:56]1[CH2:60][C:59]2[CH:61]=[CH:62][CH:63]=[C:64]([C:65]3[CH:70]=[CH:69][CH:68]=[CH:67][C:66]=3[F:71])[C:58]=2[O:57]1)=[N+]=[N-].[N-]=[N+]=[N-]. (4) Given the product [C:15]([O:14][C:12]([N:19]1[CH2:24][CH2:23][N:22]([C:2]2[CH:11]=[CH:10][CH:9]=[C:8]3[C:3]=2[CH2:4][CH2:5][O:6][CH2:7]3)[CH2:21][CH2:20]1)=[O:13])([CH3:18])([CH3:16])[CH3:17], predict the reactants needed to synthesize it. The reactants are: Br[C:2]1[CH:11]=[CH:10][CH:9]=[C:8]2[C:3]=1[CH2:4][CH2:5][O:6][CH2:7]2.[C:12]([N:19]1[CH2:24][CH2:23][NH:22][CH2:21][CH2:20]1)([O:14][C:15]([CH3:18])([CH3:17])[CH3:16])=[O:13].CC([O-])(C)C.[Na+]. (5) Given the product [CH3:1][C:2]1([CH3:23])[N:5]([CH2:6][CH2:7][OH:8])[N:4]([CH:12]2[CH:13]3[CH2:14][CH:15]4[CH2:16][CH:17]([CH2:18][CH:19]2[CH2:20]4)[CH2:21]3)[C:3]1=[O:22], predict the reactants needed to synthesize it. The reactants are: [CH3:1][C:2]1([CH3:23])[N:5]([CH2:6][C:7](OCC)=[O:8])[N:4]([CH:12]2[CH:19]3[CH2:20][CH:15]4[CH2:16][CH:17]([CH2:21][CH:13]2[CH2:14]4)[CH2:18]3)[C:3]1=[O:22].[BH4-].[Li+].[Cl-].[NH4+].